This data is from NCI-60 drug combinations with 297,098 pairs across 59 cell lines. The task is: Regression. Given two drug SMILES strings and cell line genomic features, predict the synergy score measuring deviation from expected non-interaction effect. Drug 1: COC1=C(C=C2C(=C1)N=CN=C2NC3=CC(=C(C=C3)F)Cl)OCCCN4CCOCC4. Drug 2: CC1C(C(CC(O1)OC2CC(CC3=C2C(=C4C(=C3O)C(=O)C5=C(C4=O)C(=CC=C5)OC)O)(C(=O)CO)O)N)O.Cl. Cell line: NCI-H226. Synergy scores: CSS=47.3, Synergy_ZIP=1.49, Synergy_Bliss=0.185, Synergy_Loewe=-5.87, Synergy_HSA=2.31.